From a dataset of NCI-60 drug combinations with 297,098 pairs across 59 cell lines. Regression. Given two drug SMILES strings and cell line genomic features, predict the synergy score measuring deviation from expected non-interaction effect. (1) Drug 1: CC1=CC=C(C=C1)C2=CC(=NN2C3=CC=C(C=C3)S(=O)(=O)N)C(F)(F)F. Drug 2: CC1CCCC2(C(O2)CC(NC(=O)CC(C(C(=O)C(C1O)C)(C)C)O)C(=CC3=CSC(=N3)C)C)C. Cell line: UACC62. Synergy scores: CSS=51.5, Synergy_ZIP=5.40, Synergy_Bliss=2.72, Synergy_Loewe=-24.6, Synergy_HSA=3.18. (2) Drug 1: CC1OCC2C(O1)C(C(C(O2)OC3C4COC(=O)C4C(C5=CC6=C(C=C35)OCO6)C7=CC(=C(C(=C7)OC)O)OC)O)O. Drug 2: CCC(=C(C1=CC=CC=C1)C2=CC=C(C=C2)OCCN(C)C)C3=CC=CC=C3.C(C(=O)O)C(CC(=O)O)(C(=O)O)O. Cell line: SF-295. Synergy scores: CSS=50.0, Synergy_ZIP=-1.09, Synergy_Bliss=0.630, Synergy_Loewe=-10.6, Synergy_HSA=2.06. (3) Drug 1: CCCS(=O)(=O)NC1=C(C(=C(C=C1)F)C(=O)C2=CNC3=C2C=C(C=N3)C4=CC=C(C=C4)Cl)F. Drug 2: CC=C1C(=O)NC(C(=O)OC2CC(=O)NC(C(=O)NC(CSSCCC=C2)C(=O)N1)C(C)C)C(C)C. Cell line: UACC-257. Synergy scores: CSS=85.9, Synergy_ZIP=0.885, Synergy_Bliss=0.924, Synergy_Loewe=-2.31, Synergy_HSA=4.05. (4) Drug 1: CS(=O)(=O)C1=CC(=C(C=C1)C(=O)NC2=CC(=C(C=C2)Cl)C3=CC=CC=N3)Cl. Drug 2: C(CC(=O)O)C(=O)CN.Cl. Cell line: NCI-H522. Synergy scores: CSS=4.24, Synergy_ZIP=-3.54, Synergy_Bliss=-1.81, Synergy_Loewe=-2.84, Synergy_HSA=-2.01. (5) Drug 1: CC1=C(C=C(C=C1)NC(=O)C2=CC=C(C=C2)CN3CCN(CC3)C)NC4=NC=CC(=N4)C5=CN=CC=C5. Drug 2: CC1CCCC2(C(O2)CC(NC(=O)CC(C(C(=O)C(C1O)C)(C)C)O)C(=CC3=CSC(=N3)C)C)C. Cell line: ACHN. Synergy scores: CSS=38.8, Synergy_ZIP=6.57, Synergy_Bliss=6.55, Synergy_Loewe=-24.9, Synergy_HSA=4.83. (6) Drug 1: CC(CN1CC(=O)NC(=O)C1)N2CC(=O)NC(=O)C2. Drug 2: CC1CCC2CC(C(=CC=CC=CC(CC(C(=O)C(C(C(=CC(C(=O)CC(OC(=O)C3CCCCN3C(=O)C(=O)C1(O2)O)C(C)CC4CCC(C(C4)OC)OCCO)C)C)O)OC)C)C)C)OC. Cell line: SF-539. Synergy scores: CSS=13.6, Synergy_ZIP=-7.89, Synergy_Bliss=-7.94, Synergy_Loewe=-4.12, Synergy_HSA=-3.24. (7) Drug 1: CS(=O)(=O)C1=CC(=C(C=C1)C(=O)NC2=CC(=C(C=C2)Cl)C3=CC=CC=N3)Cl. Drug 2: C1=NC2=C(N1)C(=S)N=C(N2)N. Cell line: DU-145. Synergy scores: CSS=41.1, Synergy_ZIP=3.74, Synergy_Bliss=5.68, Synergy_Loewe=-7.99, Synergy_HSA=5.13.